Dataset: Reaction yield outcomes from USPTO patents with 853,638 reactions. Task: Predict the reaction yield, written as a fraction of the theoretical maximum amount of product (1.0 means a 100% yield; for example, 0.34 means a 34% yield). (1) The reactants are Cl.[S:2]1[CH:6]=[N:5][N:4]=[C:3]1[C:7](=[NH:9])[NH2:8].[Br:10][C:11]1[CH:18]=[C:17]([F:19])[CH:16]=[CH:15][C:12]=1[CH:13]=O.O=[C:21]([CH3:28])[CH2:22][C:23]([O:25][CH2:26][CH3:27])=[O:24]. No catalyst specified. The product is [Br:10][C:11]1[CH:18]=[C:17]([F:19])[CH:16]=[CH:15][C:12]=1[CH:13]1[C:22]([C:23]([O:25][CH2:26][CH3:27])=[O:24])=[C:21]([CH3:28])[NH:8][C:7]([C:3]2[S:2][CH:6]=[N:5][N:4]=2)=[N:9]1. The yield is 0.470. (2) The reactants are [Cl:1][C:2]1[CH:3]=[C:4]([C@@H:12]([CH2:16][CH:17]2[CH2:21][CH2:20][CH2:19][CH2:18]2)[C:13]([OH:15])=O)[CH:5]=[CH:6][C:7]=1[S:8]([CH3:11])(=[O:10])=[O:9].C(Cl)(=O)C(Cl)=O.[O:28]1[CH2:32][CH2:31][O:30][CH:29]1[CH2:33][C:34]1[N:35]=[CH:36][C:37]([NH2:40])=[N:38][CH:39]=1.N1C=CC=CC=1. The catalyst is C(Cl)Cl.CN(C)C=O. The product is [Cl:1][C:2]1[CH:3]=[C:4]([C@@H:12]([CH2:16][CH:17]2[CH2:21][CH2:20][CH2:19][CH2:18]2)[C:13]([NH:40][C:37]2[CH:36]=[N:35][C:34]([CH2:33][CH:29]3[O:30][CH2:31][CH2:32][O:28]3)=[CH:39][N:38]=2)=[O:15])[CH:5]=[CH:6][C:7]=1[S:8]([CH3:11])(=[O:9])=[O:10]. The yield is 0.470. (3) The reactants are [CH3:1][O:2][C:3]([C:5]1[N:6]([NH2:10])[CH:7]=[N:8][CH:9]=1)=[O:4].[CH2:11]([N:18]1[CH2:22][CH:21]([C:23]([F:26])([F:25])[F:24])[CH:20]([C:27](O)=[O:28])[CH2:19]1)[C:12]1[CH:17]=[CH:16][CH:15]=[CH:14][CH:13]=1.CCN(C(C)C)C(C)C.CN(C(ON1N=NC2C=CC=NC1=2)=[N+](C)C)C.F[P-](F)(F)(F)(F)F. The catalyst is CN(C=O)C. The product is [CH3:1][O:2][C:3]([C:5]1[N:6]([NH:10][C:27]([CH:20]2[CH:21]([C:23]([F:25])([F:24])[F:26])[CH2:22][N:18]([CH2:11][C:12]3[CH:17]=[CH:16][CH:15]=[CH:14][CH:13]=3)[CH2:19]2)=[O:28])[CH:7]=[N:8][CH:9]=1)=[O:4]. The yield is 0.856. (4) The reactants are [C:1]([O:9][C:10]12[O:16][CH:11]1[CH2:12][CH2:13][CH2:14][CH2:15]2)(=[O:8])[C:2]1[CH:7]=[CH:6][CH:5]=[CH:4][CH:3]=1.CC1C=CC(S(O)(=O)=O)=CC=1. The catalyst is C(Cl)Cl.CCOCC.CC(O[Ti](OC(C)C)(OC(C)C)OC(C)C)C. The product is [C:1]([O:9][C@@H:10]1[CH2:15][CH2:14][CH2:13][CH2:12][C:11]1=[O:16])(=[O:8])[C:2]1[CH:3]=[CH:4][CH:5]=[CH:6][CH:7]=1. The yield is 0.780. (5) The reactants are Br[C:2]1[N:6]=[CH:5][N:4]([C:7]2[CH:12]=[CH:11][C:10]([O:13][C:14]([F:17])([F:16])[F:15])=[CH:9][CH:8]=2)[N:3]=1.CC1(C)C(C)(C)OB([C:26]2[CH:31]=[CH:30][C:29]([CH2:32][C:33]([O:35][CH3:36])=[O:34])=[CH:28][CH:27]=2)O1.F[B-](F)(F)F.C([PH+](C(C)(C)C)C(C)(C)C)(C)(C)C.[F-].[Cs+]. The catalyst is O1CCOCC1.O.[Cl-].[Na+].O.C([O-])(=O)C.[Pd+2].C([O-])(=O)C. The product is [F:15][C:14]([F:17])([F:16])[O:13][C:10]1[CH:11]=[CH:12][C:7]([N:4]2[CH:5]=[N:6][C:2]([C:26]3[CH:31]=[CH:30][C:29]([CH2:32][C:33]([O:35][CH3:36])=[O:34])=[CH:28][CH:27]=3)=[N:3]2)=[CH:8][CH:9]=1. The yield is 0.820.